This data is from Full USPTO retrosynthesis dataset with 1.9M reactions from patents (1976-2016). The task is: Predict the reactants needed to synthesize the given product. (1) Given the product [NH:1]([C:2]1[CH:3]=[C:4]([C:8]2[CH:13]=[CH:12][C:11]([CH:14]3[N:18]([C:19]4[CH:24]=[CH:23][CH:22]=[CH:21][C:20]=4[Cl:25])[N:17]=[C:16]([C:26]([C:32]([F:35])([F:34])[F:33])([C:28]([F:29])([F:30])[F:31])[OH:27])[CH2:15]3)=[CH:10][CH:9]=2)[CH:5]=[CH:6][CH:7]=1)[C:42]([CH3:43])=[O:44], predict the reactants needed to synthesize it. The reactants are: [NH2:1][C:2]1[CH:3]=[C:4]([C:8]2[CH:13]=[CH:12][C:11]([CH:14]3[N:18]([C:19]4[CH:24]=[CH:23][CH:22]=[CH:21][C:20]=4[Cl:25])[N:17]=[C:16]([C:26]([C:32]([F:35])([F:34])[F:33])([C:28]([F:31])([F:30])[F:29])[OH:27])[CH2:15]3)=[CH:10][CH:9]=2)[CH:5]=[CH:6][CH:7]=1.N1C=CC=CC=1.[C:42](Cl)(=[O:44])[CH3:43].ClCCl. (2) Given the product [CH2:1]([O:52][C@@H:21]1[C@H:20]([CH2:19][O:18][Si:11]([C:14]([CH3:15])([CH3:16])[CH3:17])([CH3:13])[CH3:12])[O:25][C@@H:24]([O:26][C@@H:27]2[C@H:32]3[CH2:33][O:34][C@H:30]([O:31]3)[C@H:29]([N:35]=[N+:36]=[N-:37])[C@H:28]2[O:38][CH3:39])[C@H:23]([O:40][CH2:41][C:42]2[CH:47]=[CH:46][C:45]([O:48][CH3:49])=[CH:44][CH:43]=2)[C@H:22]1[O:50][CH3:51])[C:2]1[CH:7]=[CH:6][CH:5]=[CH:4][CH:3]=1, predict the reactants needed to synthesize it. The reactants are: [CH2:1](Br)[C:2]1[CH:7]=[CH:6][CH:5]=[CH:4][CH:3]=1.[H-].[Na+].[Si:11]([O:18][CH2:19][C@@H:20]1[O:25][C@@H:24]([O:26][C@@H:27]2[C@H:32]3[CH2:33][O:34][C@H:30]([O:31]3)[C@H:29]([N:35]=[N+:36]=[N-:37])[C@H:28]2[O:38][CH3:39])[C@H:23]([O:40][CH2:41][C:42]2[CH:47]=[CH:46][C:45]([O:48][CH3:49])=[CH:44][CH:43]=2)[C@@H:22]([O:50][CH3:51])[C@@H:21]1[OH:52])([C:14]([CH3:17])([CH3:16])[CH3:15])([CH3:13])[CH3:12].CO. (3) Given the product [NH2:18][C@H:19]1[CH2:24][CH2:23][N:22]([C:25]2[CH:30]=[CH:29][C:28]([NH:31][C:32]3[N:37]=[C:36]([C:38]4[C:46]5[C:41](=[CH:42][CH:43]=[CH:44][CH:45]=5)[NH:40][CH:39]=4)[C:35]([Cl:47])=[CH:34][N:33]=3)=[C:27]([O:48][CH3:49])[CH:26]=2)[CH2:21][C@H:20]1[F:50], predict the reactants needed to synthesize it. The reactants are: NC1C=CC(N2CC[C@H](N)[C@H](F)C2)=CC=1OC.[NH2:18][C@@H:19]1[CH2:24][CH2:23][N:22]([C:25]2[CH:30]=[CH:29][C:28]([NH:31][C:32]3[N:37]=[C:36]([C:38]4[C:46]5[C:41](=[CH:42][CH:43]=[CH:44][CH:45]=5)[NH:40][CH:39]=4)[C:35]([Cl:47])=[CH:34][N:33]=3)=[C:27]([O:48][CH3:49])[CH:26]=2)[CH2:21][C@H:20]1[F:50]. (4) The reactants are: Br[C:2]1[CH:3]=[C:4]([C:14]([OH:16])=[O:15])[CH:5]=[N:6][C:7]=1[O:8][CH2:9][C:10]([F:13])([F:12])[F:11].[Cl:17][C:18]1[CH:19]=[C:20](B(O)O)[CH:21]=[CH:22][C:23]=1[F:24].C([O-])([O-])=O.[Na+].[Na+].Cl. Given the product [Cl:17][C:18]1[CH:19]=[C:20]([C:2]2[C:7]([O:8][CH2:9][C:10]([F:13])([F:12])[F:11])=[N:6][CH:5]=[C:4]([CH:3]=2)[C:14]([OH:16])=[O:15])[CH:21]=[CH:22][C:23]=1[F:24], predict the reactants needed to synthesize it.